Dataset: Forward reaction prediction with 1.9M reactions from USPTO patents (1976-2016). Task: Predict the product of the given reaction. (1) Given the reactants [CH:1]1([NH:7][C:8](=[N:15][CH:16]2[CH2:21][CH2:20][CH2:19][CH2:18][CH2:17]2)[O:9][N:10]=[C:11]([CH2:13][CH3:14])[CH3:12])[CH2:6][CH2:5][CH2:4][CH2:3][CH2:2]1.[CH3:22][C:23](OC(C)=O)=[O:24], predict the reaction product. The product is: [C:23]([N:15]([CH:16]1[CH2:17][CH2:18][CH2:19][CH2:20][CH2:21]1)[C:8](=[N:7][CH:1]1[CH2:2][CH2:3][CH2:4][CH2:5][CH2:6]1)[O:9][N:10]=[C:11]([CH2:13][CH3:14])[CH3:12])(=[O:24])[CH3:22]. (2) The product is: [CH3:15][O:14][C:13]1[CH:12]=[CH:11][C:4]([CH2:5][N:6]2[CH:10]=[N:9][CH:8]=[N:7]2)=[CH:3][C:2]=1[C:22]1[CH:23]=[CH:24][C:17]2[C:18]([CH:21]=1)=[N:19][O:20][N:16]=2. Given the reactants Br[C:2]1[CH:3]=[C:4]([CH:11]=[CH:12][C:13]=1[O:14][CH3:15])[CH2:5][N:6]1[CH:10]=[N:9][CH:8]=[N:7]1.[N:16]1[O:20][N:19]=[C:18]2[CH:21]=[C:22](B(O)O)[CH:23]=[CH:24][C:17]=12.C1(P(C2C=CC=CC=2)C2C=CC=CC=2)C=CC=CC=1.C(=O)([O-])[O-].[Cs+].[Cs+], predict the reaction product. (3) Given the reactants [C:1](O[K])(C)(C)C.[O:7]=[C:8]1[N:12]([C:13]2[CH:14]=[CH:15][C:16]3[O:21][CH2:20][C:19](=[O:22])[NH:18][C:17]=3[CH:23]=2)[CH2:11][C@H:10]([CH2:24][CH2:25][CH:26]=O)[O:9]1, predict the reaction product. The product is: [CH2:24]([CH:10]1[O:9][C:8](=[O:7])[N:12]([C:13]2[CH:14]=[CH:15][C:16]3[O:21][CH2:20][C:19](=[O:22])[NH:18][C:17]=3[CH:23]=2)[CH2:11]1)[CH2:25][CH:26]=[CH2:1]. (4) Given the reactants [CH:1]1([CH2:4][C@:5]2([CH2:29][C:30]([OH:33])([CH3:32])[CH3:31])[O:10][C:9](=[O:11])[N:8]([C@H:12]([C:14]3[CH:19]=[CH:18][C:17](B4OC(C)(C)C(C)(C)O4)=[CH:16][CH:15]=3)[CH3:13])[CH2:7][CH2:6]2)[CH2:3][CH2:2]1.Br[C:35]1[CH:36]=[CH:37][C:38]([C:41]2([C:44]([NH2:46])=[O:45])[CH2:43][CH2:42]2)=[N:39][CH:40]=1.C([O-])([O-])=O.[Na+].[Na+], predict the reaction product. The product is: [CH:1]1([CH2:4][C@:5]2([CH2:29][C:30]([OH:33])([CH3:32])[CH3:31])[O:10][C:9](=[O:11])[N:8]([C@H:12]([C:14]3[CH:19]=[CH:18][C:17]([C:35]4[CH:36]=[CH:37][C:38]([C:41]5([C:44]([NH2:46])=[O:45])[CH2:43][CH2:42]5)=[N:39][CH:40]=4)=[CH:16][CH:15]=3)[CH3:13])[CH2:7][CH2:6]2)[CH2:3][CH2:2]1. (5) Given the reactants Br[C:2]1[N:6]2[CH2:7][C:8]3([C:15]4[CH:20]=[CH:19][C:18]([O:21][CH3:22])=[CH:17][CH:16]=4)[NH:14][CH2:13][CH2:12][N:9]3[C:10](=[O:11])[C:5]2=[CH:4][CH:3]=1.[CH3:23][N:24](C=O)C, predict the reaction product. The product is: [CH3:22][O:21][C:18]1[CH:19]=[CH:20][C:15]([C:8]23[NH:14][CH2:13][CH2:12][N:9]2[C:10](=[O:11])[C:5]2[N:6]([C:2]([C:23]#[N:24])=[CH:3][CH:4]=2)[CH2:7]3)=[CH:16][CH:17]=1. (6) Given the reactants [Cl:1][C:2]1[CH:3]=[C:4]([NH:9][C:10]2[S:14][C:13]([C:15]3[CH:16]=[C:17]([OH:21])[CH:18]=[CH:19][CH:20]=3)=[N:12][N:11]=2)[CH:5]=[CH:6][C:7]=1[Cl:8].CC(C)([O-])C.[K+].Br[CH2:29][C:30]1[CH:31]=[C:32]([CH:38]=[CH:39][CH:40]=1)[O:33][C:34]([F:37])([F:36])[F:35], predict the reaction product. The product is: [Cl:1][C:2]1[CH:3]=[C:4]([NH:9][C:10]2[S:14][C:13]([C:15]3[CH:20]=[CH:19][CH:18]=[C:17]([O:21][CH2:29][C:30]4[CH:40]=[CH:39][CH:38]=[C:32]([O:33][C:34]([F:35])([F:36])[F:37])[CH:31]=4)[CH:16]=3)=[N:12][N:11]=2)[CH:5]=[CH:6][C:7]=1[Cl:8]. (7) Given the reactants [Br:1][C:2]1[CH:3]=[CH:4][C:5](/[CH:13]=[CH:14]/[CH3:15])=[C:6]2[C:10]=1[N:9]([CH3:11])[N:8]=[C:7]2[NH2:12].C(N(CC)C(C)C)(C)C.[CH3:25][S:26](Cl)(=[O:28])=[O:27], predict the reaction product. The product is: [Br:1][C:2]1[CH:3]=[CH:4][C:5](/[CH:13]=[CH:14]/[CH3:15])=[C:6]2[C:10]=1[N:9]([CH3:11])[N:8]=[C:7]2[N:12]([S:26]([CH3:25])(=[O:28])=[O:27])[S:26]([CH3:25])(=[O:28])=[O:27].